Dataset: Reaction yield outcomes from USPTO patents with 853,638 reactions. Task: Predict the reaction yield, written as a fraction of the theoretical maximum amount of product (1.0 means a 100% yield; for example, 0.34 means a 34% yield). (1) The reactants are [C:1]1(C)C=CC(S(O)(=O)=O)=CC=1.C[CH:13]=[CH:14][C:15]1[CH:20]=[CH:19][CH:18]=[CH:17][CH:16]=1.[CH2:21]([OH:24])[CH2:22][OH:23]. The catalyst is O. The product is [CH3:1][C:14]([O:23][CH2:22][CH2:21][OH:24])([C:15]1[CH:16]=[CH:17][CH:18]=[CH:19][CH:20]=1)[CH3:13]. The yield is 0.0400. (2) The reactants are [NH2:1][C:2]1[CH:7]=[CH:6][C:5]([C:8]([CH3:12])([CH3:11])[C:9]#[N:10])=[C:4]([Br:13])[CH:3]=1.[CH3:14][O:15][C:16]1[CH:17]=[C:18]([CH:22]=[CH:23][C:24]=1[O:25][CH3:26])[C:19](Cl)=[O:20]. The catalyst is N1C=CC=CC=1. The product is [Br:13][C:4]1[CH:3]=[C:2]([NH:1][C:19](=[O:20])[C:18]2[CH:22]=[CH:23][C:24]([O:25][CH3:26])=[C:16]([O:15][CH3:14])[CH:17]=2)[CH:7]=[CH:6][C:5]=1[C:8]([C:9]#[N:10])([CH3:11])[CH3:12]. The yield is 0.650. (3) The reactants are [CH3:1][N:2]1[CH:7]=[CH:6][C:5]([O:8]CC2C=CC=CC=2)=[C:4]([N+:16]([O-])=O)[C:3]1=[O:19].CCO.CN(C=O)C.[ClH:28]. The catalyst is CO.[Pd]. The product is [ClH:28].[NH2:16][C:4]1[C:3](=[O:19])[N:2]([CH3:1])[CH:7]=[CH:6][C:5]=1[OH:8]. The yield is 0.950. (4) The reactants are P(Cl)(Cl)(Cl)=O.[F:6][C:7]1[CH:8]=[C:9]2[C:13](=[CH:14][C:15]=1[F:16])[NH:12][CH:11]=[CH:10]2.[OH-].[Na+].CN(C)[CH:21]=[O:22]. No catalyst specified. The product is [F:6][C:7]1[CH:8]=[C:9]2[C:13](=[CH:14][C:15]=1[F:16])[NH:12][CH:11]=[C:10]2[CH:21]=[O:22]. The yield is 0.960. (5) The catalyst is C1C=CC(/C=C/C(/C=C/C2C=CC=CC=2)=O)=CC=1.C1C=CC(/C=C/C(/C=C/C2C=CC=CC=2)=O)=CC=1.C1C=CC(/C=C/C(/C=C/C2C=CC=CC=2)=O)=CC=1.[Pd].[Pd].CC(P(C(C)(C)C)C1C(C2C=CC=CC=2)=CC=CC=1)(C)C.O1CCOCC1. The product is [CH3:1][C:2]1[CH:6]=[C:5]([CH3:7])[N:4]([C:8]2[CH:9]=[C:10]([CH:25]=[CH:26][CH:27]=2)[O:11][C:12]2[CH:24]=[CH:23][C:22]3[C:21]4[C:16](=[CH:17][CH:18]=[CH:19][CH:20]=4)[N:15]([C:42]4[CH:47]=[C:46]([CH3:48])[CH:45]=[CH:44][N:43]=4)[C:14]=3[CH:13]=2)[N:3]=1. The yield is 0.940. The reactants are [CH3:1][C:2]1[CH:6]=[C:5]([CH3:7])[N:4]([C:8]2[CH:9]=[C:10]([CH:25]=[CH:26][CH:27]=2)[O:11][C:12]2[CH:24]=[CH:23][C:22]3[C:21]4[C:16](=[CH:17][CH:18]=[CH:19][CH:20]=4)[NH:15][C:14]=3[CH:13]=2)[N:3]=1.CC([O-])(C)C.[Na+].C1(C)C=CC=CC=1.Br[C:42]1[CH:47]=[C:46]([CH3:48])[CH:45]=[CH:44][N:43]=1.